From a dataset of NCI-60 drug combinations with 297,098 pairs across 59 cell lines. Regression. Given two drug SMILES strings and cell line genomic features, predict the synergy score measuring deviation from expected non-interaction effect. (1) Drug 1: C1=CC(=CC=C1C#N)C(C2=CC=C(C=C2)C#N)N3C=NC=N3. Drug 2: C1CN(CCN1C(=O)CCBr)C(=O)CCBr. Cell line: SK-MEL-28. Synergy scores: CSS=8.85, Synergy_ZIP=-1.87, Synergy_Bliss=0.730, Synergy_Loewe=0.911, Synergy_HSA=0.595. (2) Drug 1: CNC(=O)C1=NC=CC(=C1)OC2=CC=C(C=C2)NC(=O)NC3=CC(=C(C=C3)Cl)C(F)(F)F. Drug 2: CC1=C(C(=O)C2=C(C1=O)N3CC4C(C3(C2COC(=O)N)OC)N4)N. Cell line: 786-0. Synergy scores: CSS=36.1, Synergy_ZIP=-2.54, Synergy_Bliss=0.980, Synergy_Loewe=-59.2, Synergy_HSA=1.28. (3) Drug 1: CN(C)N=NC1=C(NC=N1)C(=O)N. Drug 2: B(C(CC(C)C)NC(=O)C(CC1=CC=CC=C1)NC(=O)C2=NC=CN=C2)(O)O. Cell line: SNB-75. Synergy scores: CSS=0.175, Synergy_ZIP=0.458, Synergy_Bliss=0.202, Synergy_Loewe=-1.23, Synergy_HSA=-1.56. (4) Drug 1: C1=C(C(=O)NC(=O)N1)F. Drug 2: C1C(C(OC1N2C=NC3=C2NC=NCC3O)CO)O. Cell line: CAKI-1. Synergy scores: CSS=33.5, Synergy_ZIP=6.13, Synergy_Bliss=5.85, Synergy_Loewe=9.66, Synergy_HSA=10.5. (5) Drug 1: CC12CCC(CC1=CCC3C2CCC4(C3CC=C4C5=CN=CC=C5)C)O. Cell line: UACC62. Drug 2: CCC1=C2CN3C(=CC4=C(C3=O)COC(=O)C4(CC)O)C2=NC5=C1C=C(C=C5)O. Synergy scores: CSS=32.5, Synergy_ZIP=-1.67, Synergy_Bliss=-2.35, Synergy_Loewe=-31.0, Synergy_HSA=-2.01. (6) Drug 1: CC1=C2C(C(=O)C3(C(CC4C(C3C(C(C2(C)C)(CC1OC(=O)C(C(C5=CC=CC=C5)NC(=O)OC(C)(C)C)O)O)OC(=O)C6=CC=CC=C6)(CO4)OC(=O)C)O)C)O. Drug 2: CC1CCCC2(C(O2)CC(NC(=O)CC(C(C(=O)C(C1O)C)(C)C)O)C(=CC3=CSC(=N3)C)C)C. Cell line: MCF7. Synergy scores: CSS=26.0, Synergy_ZIP=1.95, Synergy_Bliss=1.90, Synergy_Loewe=-6.88, Synergy_HSA=-1.52. (7) Drug 1: CC1C(C(CC(O1)OC2CC(CC3=C2C(=C4C(=C3O)C(=O)C5=C(C4=O)C(=CC=C5)OC)O)(C(=O)CO)O)N)O.Cl. Drug 2: CC12CCC3C(C1CCC2O)C(CC4=C3C=CC(=C4)O)CCCCCCCCCS(=O)CCCC(C(F)(F)F)(F)F. Cell line: EKVX. Synergy scores: CSS=7.37, Synergy_ZIP=-2.76, Synergy_Bliss=-1.48, Synergy_Loewe=-4.56, Synergy_HSA=-2.28. (8) Drug 1: C1=NC2=C(N=C(N=C2N1C3C(C(C(O3)CO)O)O)F)N. Drug 2: COC1=C2C(=CC3=C1OC=C3)C=CC(=O)O2. Cell line: HCC-2998. Synergy scores: CSS=24.8, Synergy_ZIP=-3.19, Synergy_Bliss=-0.417, Synergy_Loewe=-15.9, Synergy_HSA=-3.94.